This data is from HIV replication inhibition screening data with 41,000+ compounds from the AIDS Antiviral Screen. The task is: Binary Classification. Given a drug SMILES string, predict its activity (active/inactive) in a high-throughput screening assay against a specified biological target. (1) The compound is CCCC1=C(OC)C(=O)c2c(C)cc(Cl)nc2C1=O. The result is 0 (inactive). (2) The compound is Cc1nn2cnnc2s1. The result is 0 (inactive). (3) The result is 0 (inactive). The compound is O=C1C(=Cc2cccc([N+](=O)[O-])c2)COc2ccc(Br)cc21. (4) The drug is CC(=CCNc1ncnc2c1ncn2CCC(=O)O)CO. The result is 0 (inactive). (5) The compound is Oc1nc(-c2nc(O)c3ccccc3n2)nc2ccccc12. The result is 0 (inactive). (6) The drug is CCCCSC(=CC(=O)c1cccc(C(=O)C=C(SCCCC)SCCCC)n1)SCCCC. The result is 0 (inactive). (7) The compound is N#Cc1c(Sc2ccccc2N)cccc1Sc1ccccc1N. The result is 0 (inactive). (8) The drug is CCCOc1nc(N)c2cnn(C3CCCCO3)c2n1. The result is 0 (inactive). (9) The drug is CCOC(=O)CC(=O)Nc1cccc2sc3ncccc3c(=O)c12. The result is 0 (inactive).